Dataset: Reaction yield outcomes from USPTO patents with 853,638 reactions. Task: Predict the reaction yield, written as a fraction of the theoretical maximum amount of product (1.0 means a 100% yield; for example, 0.34 means a 34% yield). (1) The reactants are CCN(C(C)C)C(C)C.[CH2:10]([O:12][C:13]1[CH:14]=[CH:15][CH:16]=[C:17]2[C:22]=1[O:21][C:20](=[O:23])[C:19]([C:24]([OH:26])=O)=[CH:18]2)[CH3:11].CN(C(ON1N=NC2C=CC=NC1=2)=[N+](C)C)C.F[P-](F)(F)(F)(F)F.[N:51]1[C:52]([C:60]2[CH:61]=[C:62]([NH2:66])[CH:63]=[CH:64][CH:65]=2)=[CH:53][N:54]2[CH:59]=[CH:58][CH:57]=[CH:56][C:55]=12. The catalyst is CN(C=O)C. The product is [N:51]1[C:52]([C:60]2[CH:61]=[C:62]([NH:66][C:24]([C:19]3[C:20](=[O:23])[O:21][C:22]4[C:17]([CH:18]=3)=[CH:16][CH:15]=[CH:14][C:13]=4[O:12][CH2:10][CH3:11])=[O:26])[CH:63]=[CH:64][CH:65]=2)=[CH:53][N:54]2[CH:59]=[CH:58][CH:57]=[CH:56][C:55]=12. The yield is 0.420. (2) The reactants are [NH2:1][C:2]1[CH:3]=[C:4]([OH:8])[CH:5]=[CH:6][CH:7]=1.[C:9]([C:13]1[O:17][N:16]=[C:15]([N:18]=[C:19]=[O:20])[CH:14]=1)([CH3:12])([CH3:11])[CH3:10]. The catalyst is C1COCC1. The product is [C:9]([C:13]1[O:17][N:16]=[C:15]([NH:18][C:19]([NH:1][C:2]2[CH:7]=[CH:6][CH:5]=[C:4]([OH:8])[CH:3]=2)=[O:20])[CH:14]=1)([CH3:12])([CH3:10])[CH3:11]. The yield is 0.800. (3) The reactants are [CH3:1][O:2][C:3]1[CH:4]=[C:5]2[C:9](=[CH:10][CH:11]=1)[NH:8][C:7](=[O:12])[C:6]2=[CH:13][C:14]1[CH:22]=[C:21]2[C:17]([C:18](/[CH:23]=[CH:24]/[C:25]3[CH:26]=[N:27][C:28]([N:31]4[CH2:36][CH2:35][N:34]([CH3:37])[CH2:33][CH2:32]4)=[CH:29][CH:30]=3)=[N:19][NH:20]2)=[CH:16][CH:15]=1.[CH3:38]CN(CC)CC.CCOCC.C(Cl)Cl. The catalyst is C(Cl)(Cl)Cl.CO. The product is [CH3:1][O:2][C:3]1[CH:4]=[C:5]2[C:9](=[CH:10][CH:11]=1)[NH:8][C:7](=[O:12])[C@:6]12[CH2:38][C@@H:13]1[C:14]1[CH:22]=[C:21]2[C:17]([C:18](/[CH:23]=[CH:24]/[C:25]3[CH:26]=[N:27][C:28]([N:31]4[CH2:36][CH2:35][N:34]([CH3:37])[CH2:33][CH2:32]4)=[CH:29][CH:30]=3)=[N:19][NH:20]2)=[CH:16][CH:15]=1. The yield is 0.0400. (4) The reactants are [Cl-].O[NH3+:3].[C:4](=[O:7])([O-])[OH:5].[Na+].CS(C)=O.[CH:13]1([CH:16]([OH:53])[CH2:17][O:18][C@H:19]2[CH2:24][CH2:23][C@H:22]([N:25]3[C:30](=[O:31])[C:29]([CH2:32][C:33]4[CH:38]=[CH:37][C:36]([C:39]5[C:40]([C:45]#[N:46])=[CH:41][CH:42]=[CH:43][CH:44]=5)=[CH:35][CH:34]=4)=[C:28]([CH2:47][CH2:48][CH3:49])[N:27]4[N:50]=[CH:51][CH:52]=[C:26]34)[CH2:21][CH2:20]2)[CH2:15][CH2:14]1. The catalyst is C(OCC)(=O)C. The product is [CH:13]1([CH:16]([OH:53])[CH2:17][O:18][C@H:19]2[CH2:20][CH2:21][C@H:22]([N:25]3[C:30](=[O:31])[C:29]([CH2:32][C:33]4[CH:34]=[CH:35][C:36]([C:39]5[CH:44]=[CH:43][CH:42]=[CH:41][C:40]=5[C:45]5[NH:3][C:4](=[O:7])[O:5][N:46]=5)=[CH:37][CH:38]=4)=[C:28]([CH2:47][CH2:48][CH3:49])[N:27]4[N:50]=[CH:51][CH:52]=[C:26]34)[CH2:23][CH2:24]2)[CH2:14][CH2:15]1. The yield is 0.810. (5) The reactants are O=[C:2]([C:20]1[CH:25]=[CH:24][CH:23]=[CH:22][CH:21]=1)[CH2:3][N:4]1[C:10](=O)[C:9]2[CH:12]=[CH:13][CH:14]=[CH:15][C:8]=2[NH:7][C:6]2[N:16]=[CH:17][CH:18]=[CH:19][C:5]1=2.C([O-])(=O)C.[NH4+:30]. The catalyst is C(O)(=O)C. The product is [C:20]1([C:2]2[N:30]=[C:10]3[C:9]4[CH:12]=[CH:13][CH:14]=[CH:15][C:8]=4[NH:7][C:6]4[N:16]=[CH:17][CH:18]=[CH:19][C:5]=4[N:4]3[CH:3]=2)[CH:25]=[CH:24][CH:23]=[CH:22][CH:21]=1. The yield is 0.630. (6) The yield is 0.650. The product is [F:15][C:16]([F:28])([F:27])[C:17]1[CH:18]=[C:4]([CH2:3][C@H:2]([NH2:5])[CH3:1])[CH:20]=[CH:21][CH:22]=1. The reactants are [CH3:1][CH:2]([NH2:5])[CH2:3][CH3:4].C(O)C(N)(CO)CO.Cl.[F:15][C:16]([F:28])([F:27])[C:17]1[CH:18]=C(CC(=O)C)[CH:20]=[CH:21][CH:22]=1.C1([C@H](N)C)C=CC=CC=1.C(O)(=O)CCCCCCC/C=C\CCCCCCCC. No catalyst specified. (7) The reactants are [CH3:1][C:2]1[N:3]([C@@H:11]([CH3:15])[C:12]([OH:14])=O)[CH:4]=[C:5]([C:7]([F:10])([F:9])[F:8])[N:6]=1.C(Cl)(=O)C(Cl)=O.[Cl:22][C:23]1[CH:28]=[CH:27][C:26]([N:29]2[C:37]3[CH2:36][CH2:35][CH2:34][NH:33][C:32]=3[CH:31]=[N:30]2)=[CH:25][CH:24]=1.CCN(CC)CC. The catalyst is C(Cl)Cl.CN(C=O)C. The product is [Cl:22][C:23]1[CH:24]=[CH:25][C:26]([N:29]2[C:37]3[CH2:36][CH2:35][CH2:34][N:33]([C:12](=[O:14])[C@@H:11]([N:3]4[CH:4]=[C:5]([C:7]([F:8])([F:9])[F:10])[N:6]=[C:2]4[CH3:1])[CH3:15])[C:32]=3[CH:31]=[N:30]2)=[CH:27][CH:28]=1. The yield is 0.320.